From a dataset of Full USPTO retrosynthesis dataset with 1.9M reactions from patents (1976-2016). Predict the reactants needed to synthesize the given product. (1) The reactants are: [OH-].[K+:2].[OH:3][C:4]1[CH:9]=[CH:8][C:7]([CH:10]([C:20]2[CH:25]=[CH:24][C:23]([OH:26])=[CH:22][CH:21]=2)[C:11]2[CH:19]=[CH:18][CH:17]=[CH:16][C:12]=2[C:13]([OH:15])=[O:14])=[CH:6][CH:5]=1. Given the product [OH:3][C:4]1[CH:9]=[CH:8][C:7]([CH:10]([C:20]2[CH:21]=[CH:22][C:23]([OH:26])=[CH:24][CH:25]=2)[C:11]2[CH:19]=[CH:18][CH:17]=[CH:16][C:12]=2[C:13]([O-:15])=[O:14])=[CH:6][CH:5]=1.[K+:2], predict the reactants needed to synthesize it. (2) Given the product [CH3:1][O:2][C:3](=[O:23])[C@H:4]([NH:15][C:16]([O:18][C:19]([CH3:20])([CH3:22])[CH3:21])=[O:17])[C:5]1[CH:6]=[CH:7][C:8]([O:11][CH2:12][CH2:13][O:14][S:25]([CH3:24])(=[O:27])=[O:26])=[CH:9][CH:10]=1, predict the reactants needed to synthesize it. The reactants are: [CH3:1][O:2][C:3](=[O:23])[C@H:4]([NH:15][C:16]([O:18][C:19]([CH3:22])([CH3:21])[CH3:20])=[O:17])[C:5]1[CH:10]=[CH:9][C:8]([O:11][CH2:12][CH2:13][OH:14])=[CH:7][CH:6]=1.[CH3:24][S:25](Cl)(=[O:27])=[O:26]. (3) Given the product [OH:20][C:19]1[C:12]([O:11][C:9]2[CH:8]=[CH:7][C:6]3[B:2]([OH:1])[O:3][CH2:4][C:5]=3[CH:10]=2)=[N:13][CH:14]=[C:15]([CH:18]=1)[C:16]#[N:17], predict the reactants needed to synthesize it. The reactants are: [OH:1][B:2]1[C:6]2[CH:7]=[CH:8][C:9]([O:11][C:12]3[C:19]([O:20]COC)=[CH:18][C:15]([C:16]#[N:17])=[CH:14][N:13]=3)=[CH:10][C:5]=2[CH2:4][O:3]1.Cl.CCOCC. (4) Given the product [C:1]([C:3]1[CH:4]=[C:5]([N:9]2[C:13]([C:14]3[CH:19]=[CH:18][CH:17]=[C:16]([C:20]#[N:21])[CH:15]=3)=[CH:12][C:11]([C:22]([OH:24])=[O:23])=[N:10]2)[CH:6]=[CH:7][CH:8]=1)#[N:2], predict the reactants needed to synthesize it. The reactants are: [C:1]([C:3]1[CH:4]=[C:5]([N:9]2[C:13]([C:14]3[CH:19]=[CH:18][CH:17]=[C:16]([C:20]#[N:21])[CH:15]=3)=[CH:12][C:11]([C:22]([O:24]CC)=[O:23])=[N:10]2)[CH:6]=[CH:7][CH:8]=1)#[N:2].ClC1C=C(N2C(C3C=C(F)C=C(Cl)C=3)=CC(C(O)=O)=N2)C=CC=1F. (5) Given the product [Cl:1][C:2]1[CH:3]=[C:4]([C:10]2[C:11]([CH3:31])=[N:12][N:13]([CH2:16][C:17]3[CH:22]=[CH:21][C:20]([C:23]4[S:24][CH:25]=[C:26]([C:28]([NH2:34])=[O:29])[N:27]=4)=[CH:19][CH:18]=3)[C:14]=2[CH3:15])[CH:5]=[CH:6][C:7]=1[C:8]#[N:9], predict the reactants needed to synthesize it. The reactants are: [Cl:1][C:2]1[CH:3]=[C:4]([C:10]2[C:11]([CH3:31])=[N:12][N:13]([CH2:16][C:17]3[CH:22]=[CH:21][C:20]([C:23]4[S:24][CH:25]=[C:26]([C:28](O)=[O:29])[N:27]=4)=[CH:19][CH:18]=3)[C:14]=2[CH3:15])[CH:5]=[CH:6][C:7]=1[C:8]#[N:9].[NH4+].O[N:34]1C2C=CC=CC=2N=N1.CCN=C=NCCCN(C)C.Cl. (6) Given the product [Cl:60][C:61]1[CH:66]=[CH:65][C:64]([CH2:67][NH:68][C:21](=[O:23])[CH2:20][C@H:11]2[C:10](=[O:28])[O:9][CH2:8][C@@H:7]([CH:1]3[CH2:2][CH2:3][CH2:4][CH2:5][CH2:6]3)[NH:18][C:17](=[O:19])[CH2:16][CH2:15][CH:14]=[CH:13][CH2:12]2)=[CH:63][CH:62]=1, predict the reactants needed to synthesize it. The reactants are: [CH:1]1([C@H:7]2[NH:18][C:17](=[O:19])[CH2:16][CH2:15][CH:14]=[CH:13][CH2:12][C@@H:11]([CH2:20][C:21]([O:23]C(C)(C)C)=O)[C:10](=[O:28])[O:9][CH2:8]2)[CH2:6][CH2:5][CH2:4][CH2:3][CH2:2]1.FC(F)(F)C(O)=O.C1([C@H]2NC(=O)CCC=CC[C@@H](CC(O)=O)C(=O)OC2)CCCCC1.[Cl:60][C:61]1[CH:66]=[CH:65][C:64]([CH2:67][NH2:68])=[CH:63][CH:62]=1. (7) Given the product [Cl:10][C:11]1[CH:12]=[C:13]([N:17]2[C:21]([C:22]3[CH:27]=[CH:26][CH:25]=[C:24]([O:28][C:29]([F:31])([F:30])[F:32])[CH:23]=3)=[CH:20][C:19]([C:33]([N:35]3[CH2:36][CH2:37][NH:38][CH2:39][CH2:40]3)=[O:34])=[N:18]2)[CH:14]=[CH:15][CH:16]=1, predict the reactants needed to synthesize it. The reactants are: O=O.FC(F)(F)C(O)=O.[Cl:10][C:11]1[CH:12]=[C:13]([N:17]2[C:21]([C:22]3[CH:27]=[CH:26][CH:25]=[C:24]([O:28][C:29]([F:32])([F:31])[F:30])[CH:23]=3)=[CH:20][C:19]([C:33]([N:35]3[CH2:40][CH2:39][N:38](C(OC(C)(C)C)=O)[CH2:37][CH2:36]3)=[O:34])=[N:18]2)[CH:14]=[CH:15][CH:16]=1.ClC1C=C(N2C(C3C=CC=C(OC(F)(F)F)C=3)=CC(C(O)=O)=N2)C=CC=1.N1(C(OC(C)(C)C)=O)CCNCC1.